Dataset: NCI-60 drug combinations with 297,098 pairs across 59 cell lines. Task: Regression. Given two drug SMILES strings and cell line genomic features, predict the synergy score measuring deviation from expected non-interaction effect. (1) Drug 1: CCCS(=O)(=O)NC1=C(C(=C(C=C1)F)C(=O)C2=CNC3=C2C=C(C=N3)C4=CC=C(C=C4)Cl)F. Drug 2: C1=CC=C(C=C1)NC(=O)CCCCCCC(=O)NO. Cell line: NCI-H226. Synergy scores: CSS=10.7, Synergy_ZIP=2.25, Synergy_Bliss=6.54, Synergy_Loewe=3.32, Synergy_HSA=4.43. (2) Drug 1: C1=CC(=CC=C1CC(C(=O)O)N)N(CCCl)CCCl.Cl. Drug 2: CCC(=C(C1=CC=CC=C1)C2=CC=C(C=C2)OCCN(C)C)C3=CC=CC=C3.C(C(=O)O)C(CC(=O)O)(C(=O)O)O. Cell line: SK-OV-3. Synergy scores: CSS=9.56, Synergy_ZIP=-3.23, Synergy_Bliss=1.27, Synergy_Loewe=-0.0668, Synergy_HSA=-0.0505. (3) Drug 1: CC1=CC=C(C=C1)C2=CC(=NN2C3=CC=C(C=C3)S(=O)(=O)N)C(F)(F)F. Drug 2: CCC(=C(C1=CC=CC=C1)C2=CC=C(C=C2)OCCN(C)C)C3=CC=CC=C3.C(C(=O)O)C(CC(=O)O)(C(=O)O)O. Cell line: 786-0. Synergy scores: CSS=-0.657, Synergy_ZIP=-0.813, Synergy_Bliss=0.799, Synergy_Loewe=-1.56, Synergy_HSA=-0.676. (4) Drug 1: C1CCC(C1)C(CC#N)N2C=C(C=N2)C3=C4C=CNC4=NC=N3. Drug 2: CC(C)CN1C=NC2=C1C3=CC=CC=C3N=C2N. Cell line: RPMI-8226. Synergy scores: CSS=-8.33, Synergy_ZIP=4.14, Synergy_Bliss=1.36, Synergy_Loewe=-4.15, Synergy_HSA=-5.05. (5) Drug 1: CN(C)N=NC1=C(NC=N1)C(=O)N. Drug 2: C1=CC(=CC=C1CC(C(=O)O)N)N(CCCl)CCCl.Cl. Cell line: NCI/ADR-RES. Synergy scores: CSS=9.51, Synergy_ZIP=-2.27, Synergy_Bliss=2.49, Synergy_Loewe=-3.23, Synergy_HSA=0.454. (6) Drug 1: C1CCC(C(C1)N)N.C(=O)(C(=O)[O-])[O-].[Pt+4]. Drug 2: CC1CCCC2(C(O2)CC(NC(=O)CC(C(C(=O)C(C1O)C)(C)C)O)C(=CC3=CSC(=N3)C)C)C. Cell line: OVCAR-8. Synergy scores: CSS=52.9, Synergy_ZIP=-3.63, Synergy_Bliss=-3.30, Synergy_Loewe=-12.8, Synergy_HSA=-1.24.